Dataset: Full USPTO retrosynthesis dataset with 1.9M reactions from patents (1976-2016). Task: Predict the reactants needed to synthesize the given product. Given the product [CH3:1][O:2][C:3]1[C:12]([CH3:13])=[C:11]2[C:6]([C:7]([O:23][C@@H:30]3[CH2:29][N:28]([C:33]([O:35][C:36]([CH3:39])([CH3:38])[CH3:37])=[O:34])[C@H:27]([C:26]([O:25][CH3:24])=[O:40])[CH2:31]3)=[CH:8][C:9]([C:14]3[S:15][CH:16]=[C:17]([C:19]([F:22])([F:21])[F:20])[N:18]=3)=[N:10]2)=[CH:5][CH:4]=1, predict the reactants needed to synthesize it. The reactants are: [CH3:1][O:2][C:3]1[C:12]([CH3:13])=[C:11]2[C:6]([C:7]([OH:23])=[CH:8][C:9]([C:14]3[S:15][CH:16]=[C:17]([C:19]([F:22])([F:21])[F:20])[N:18]=3)=[N:10]2)=[CH:5][CH:4]=1.[CH3:24][O:25][C:26](=[O:40])[C@@H:27]1[CH2:31][C@@H:30](O)[CH2:29][N:28]1[C:33]([O:35][C:36]([CH3:39])([CH3:38])[CH3:37])=[O:34].C1(P(C2C=CC=CC=2)C2C=CC=CC=2)C=CC=CC=1.CC(OC(/N=N/C(OC(C)C)=O)=O)C.